This data is from Full USPTO retrosynthesis dataset with 1.9M reactions from patents (1976-2016). The task is: Predict the reactants needed to synthesize the given product. (1) Given the product [CH3:17][N:7]1[C:8]2[C:13](=[CH:12][CH:11]=[C:10]([N+:14]([O-:16])=[O:15])[CH:9]=2)[C:5]([C:3]([OH:4])=[O:20])=[CH:6]1, predict the reactants needed to synthesize it. The reactants are: FC(F)(F)[C:3]([C:5]1[C:13]2[C:8](=[CH:9][C:10]([N+:14]([O-:16])=[O:15])=[CH:11][CH:12]=2)[N:7]([CH3:17])[CH:6]=1)=[O:4].[OH-:20].[Na+]. (2) Given the product [Br:1][C:2]1[C:3]([N:19]2[CH2:23][CH2:22][C@@H:21]([NH:24][C:25](=[O:31])[O:26][C:27]([CH3:29])([CH3:28])[CH3:30])[CH2:20]2)=[C:4]2[C:10]([NH:11][C:12](=[O:17])[C@H:13]([O:15][CH3:16])[CH3:14])=[CH:9][NH:8][C:5]2=[N:6][CH:7]=1, predict the reactants needed to synthesize it. The reactants are: [Br:1][C:2]1[C:3](F)=[C:4]2[C:10]([NH:11][C:12](=[O:17])[C@H:13]([O:15][CH3:16])[CH3:14])=[CH:9][NH:8][C:5]2=[N:6][CH:7]=1.[NH:19]1[CH2:23][CH2:22][C@@H:21]([NH:24][C:25](=[O:31])[O:26][C:27]([CH3:30])([CH3:29])[CH3:28])[CH2:20]1.CC(N(C)C)=O.